From a dataset of Full USPTO retrosynthesis dataset with 1.9M reactions from patents (1976-2016). Predict the reactants needed to synthesize the given product. (1) Given the product [CH2:48]([N:49]([CH2:3][CH3:4])[C:50]([C:42]1[CH:41]=[CH:40][C:39]([C:34]2[C:33]([C:31]([NH:30][C:26]3[CH:25]=[C:24]4[C:29](=[CH:28][CH:27]=3)[N:21]([C:19](=[O:20])[CH2:18][C:13]3[CH:14]=[CH:15][CH:16]=[CH:17][N:12]=3)[CH2:22][CH2:23]4)=[O:32])=[CH:38][CH:37]=[CH:36][CH:35]=2)=[CH:44][CH:43]=1)=[O:61])[CH3:55], predict the reactants needed to synthesize it. The reactants are: CN(C)[CH2:3][CH2:4]CN=C=NCC.[N:12]1[CH:17]=[CH:16][CH:15]=[CH:14][C:13]=1[CH2:18][C:19]([N:21]1[C:29]2[C:24](=[CH:25][C:26]([NH:30][C:31]([C:33]3[CH:38]=[CH:37][CH:36]=[CH:35][C:34]=3[C:39]3[CH:44]=[CH:43][C:42](C(O)=O)=[CH:41][CH:40]=3)=[O:32])=[CH:27][CH:28]=2)[CH2:23][CH2:22]1)=[O:20].[CH3:48][NH:49][CH3:50].ON1C2C=CC=C[C:55]=2N=N1.[OH2:61]. (2) Given the product [C:14]12([C:12](=[O:13])[CH2:11][O:9][CH2:8][C:4]3[S:3][CH:7]=[CH:6][CH:5]=3)[CH2:21][CH:20]3[CH2:19][CH:18]([CH2:17][CH:16]([CH2:22]3)[CH2:15]1)[CH2:23]2, predict the reactants needed to synthesize it. The reactants are: [H-].[Na+].[S:3]1[CH:7]=[CH:6][CH:5]=[C:4]1[CH2:8][OH:9].Br[CH2:11][C:12]([C:14]12[CH2:23][CH:18]3[CH2:19][CH:20]([CH2:22][CH:16]([CH2:17]3)[CH2:15]1)[CH2:21]2)=[O:13].